This data is from Catalyst prediction with 721,799 reactions and 888 catalyst types from USPTO. The task is: Predict which catalyst facilitates the given reaction. (1) Reactant: [C:1]([CH:3]1[C:26](=[O:27])[C@@H:25]([CH3:28])[C@@H:6]2[CH2:7][CH2:8][C:9]3[CH:10]=[N:11][C:12]([C:15]4[CH:20]=[CH:19][C:18]([C:21]([O:23][CH3:24])=[O:22])=[CH:17][CH:16]=4)=[N:13][C:14]=3[C@@:5]2([C:29]2[CH:30]=[C:31]([CH:36]=[CH:37][CH:38]=2)[C:32]([O:34][CH3:35])=[O:33])[CH2:4]1)#[N:2].BrN1C(C)(C)C(=O)N(Br)C1=O.N1C=CC=CC=1. Product: [C:1]([C:3]1[C:26](=[O:27])[C@@H:25]([CH3:28])[C@@H:6]2[CH2:7][CH2:8][C:9]3[CH:10]=[N:11][C:12]([C:15]4[CH:16]=[CH:17][C:18]([C:21]([O:23][CH3:24])=[O:22])=[CH:19][CH:20]=4)=[N:13][C:14]=3[C@@:5]2([C:29]2[CH:30]=[C:31]([CH:36]=[CH:37][CH:38]=2)[C:32]([O:34][CH3:35])=[O:33])[CH:4]=1)#[N:2]. The catalyst class is: 35. (2) Reactant: [H-].[Na+].[F:3][C:4]1[CH:5]=[CH:6][C:7]([NH:10][S:11]([C:14]2[CH:19]=[CH:18][C:17]([CH3:20])=[CH:16][CH:15]=2)(=[O:13])=[O:12])=[N:8][CH:9]=1.I[CH2:22][C:23]([NH2:25])=[O:24]. Product: [F:3][C:4]1[CH:5]=[CH:6][C:7](=[N:10][S:11]([C:14]2[CH:19]=[CH:18][C:17]([CH3:20])=[CH:16][CH:15]=2)(=[O:13])=[O:12])[N:8]([CH2:22][C:23]([NH2:25])=[O:24])[CH:9]=1. The catalyst class is: 288. (3) Reactant: [NH2:1][N:2]1[C:6]([C:7]([O:9]C)=[O:8])=[CH:5][N:4]=[C:3]1[CH:11]([CH3:13])[CH3:12].[OH-].[Na+]. Product: [NH2:1][N:2]1[C:6]([C:7]([OH:9])=[O:8])=[CH:5][N:4]=[C:3]1[CH:11]([CH3:13])[CH3:12]. The catalyst class is: 132. (4) Reactant: C([O:3][C:4](=[O:35])[CH:5]([C:13]1[NH:14][C:15]2[C:20]([C:21]=1[S:22][C:23]([CH3:26])([CH3:25])[CH3:24])=[CH:19][C:18]([O:27][CH2:28][C:29]1[CH:34]=[CH:33][CH:32]=[CH:31][N:30]=1)=[CH:17][CH:16]=2)[CH2:6][C:7]1[CH:12]=[CH:11][CH:10]=[CH:9][CH:8]=1)C.C1COCC1.O.[Li+].[OH-]. Product: [C:23]([S:22][C:21]1[C:20]2[C:15](=[CH:16][CH:17]=[C:18]([O:27][CH2:28][C:29]3[CH:34]=[CH:33][CH:32]=[CH:31][N:30]=3)[CH:19]=2)[NH:14][C:13]=1[CH:5]([CH2:6][C:7]1[CH:8]=[CH:9][CH:10]=[CH:11][CH:12]=1)[C:4]([OH:35])=[O:3])([CH3:26])([CH3:24])[CH3:25]. The catalyst class is: 5. (5) Reactant: F[C:2]1[C:7]([C:8]2[N:13]=[C:12]([CH3:14])[N:11]=[C:10]([N:15]([CH2:25][C:26]3[CH:31]=[CH:30][C:29]([O:32][CH3:33])=[CH:28][CH:27]=3)[CH2:16][C:17]3[CH:22]=[CH:21][C:20]([O:23][CH3:24])=[CH:19][CH:18]=3)[N:9]=2)=[CH:6][C:5]([CH2:34][C:35]2[CH:40]=[CH:39][C:38]([S:41]([CH3:44])(=[O:43])=[O:42])=[CH:37][CH:36]=2)=[CH:4][N:3]=1.[F:45][C:46]1[CH:47]=[C:48]([NH2:54])[CH:49]=[N:50][C:51]=1[O:52][CH3:53].C[Si]([N-][Si](C)(C)C)(C)C.[Li+]. Product: [F:45][C:46]1[CH:47]=[C:48]([NH:54][C:2]2[C:7]([C:8]3[N:13]=[C:12]([CH3:14])[N:11]=[C:10]([N:15]([CH2:25][C:26]4[CH:27]=[CH:28][C:29]([O:32][CH3:33])=[CH:30][CH:31]=4)[CH2:16][C:17]4[CH:18]=[CH:19][C:20]([O:23][CH3:24])=[CH:21][CH:22]=4)[N:9]=3)=[CH:6][C:5]([CH2:34][C:35]3[CH:36]=[CH:37][C:38]([S:41]([CH3:44])(=[O:43])=[O:42])=[CH:39][CH:40]=3)=[CH:4][N:3]=2)[CH:49]=[N:50][C:51]=1[O:52][CH3:53]. The catalyst class is: 20. (6) Reactant: Br.[CH3:2]P(C1C=CC=CC=1)(C1C=CC=CC=1)C1C=CC=CC=1.C[Si](C)(C)N[Si](C)(C)C.[Na].O=[C:33]1[CH2:37][N:36]([C:38]([O:40][C:41]([CH3:44])([CH3:43])[CH3:42])=[O:39])[C@H:35]([C:45]([O:47][CH3:48])=[O:46])[CH2:34]1. Product: [CH2:2]=[C:33]1[CH2:37][N:36]([C:38]([O:40][C:41]([CH3:44])([CH3:43])[CH3:42])=[O:39])[C@H:35]([C:45]([O:47][CH3:48])=[O:46])[CH2:34]1. The catalyst class is: 359. (7) Reactant: [OH-].[K+].C([O:5][C:6](=[O:32])[C:7]1[C:12]([O:13][C:14]2[CH:19]=[CH:18][C:17]3[O:20][CH2:21][O:22][C:16]=3[CH:15]=2)=[CH:11][CH:10]=[CH:9][C:8]=1[O:23][C:24]1[CH:29]=[CH:28][CH:27]=[C:26]([O:30][CH3:31])[CH:25]=1)C. Product: [CH2:21]1[O:20][C:17]2[CH:18]=[CH:19][C:14]([O:13][C:12]3[CH:11]=[CH:10][CH:9]=[C:8]([O:23][C:24]4[CH:29]=[CH:28][CH:27]=[C:26]([O:30][CH3:31])[CH:25]=4)[C:7]=3[C:6]([OH:32])=[O:5])=[CH:15][C:16]=2[O:22]1. The catalyst class is: 5. (8) Reactant: [Li]CCCC.[NH2:6][C:7]1[CH:8]=[N:9][CH:10]=[CH:11][CH:12]=1.[CH2:13]([O:15][C:16]1[C:17]2[CH:28]=[C:27]([CH2:29][CH3:30])[N:26]([S:31]([C:34]3[CH:39]=[CH:38][CH:37]=[CH:36][CH:35]=3)(=[O:33])=[O:32])[C:18]=2[N:19]=[C:20](S(C)(=O)=O)[N:21]=1)[CH3:14].O. Product: [CH2:13]([O:15][C:16]1[C:17]2[CH:28]=[C:27]([CH2:29][CH3:30])[N:26]([S:31]([C:34]3[CH:39]=[CH:38][CH:37]=[CH:36][CH:35]=3)(=[O:32])=[O:33])[C:18]=2[N:19]=[C:20]([NH:6][C:7]2[CH:8]=[N:9][CH:10]=[CH:11][CH:12]=2)[N:21]=1)[CH3:14]. The catalyst class is: 1. (9) Reactant: [C:1]([O:5][C:6]([NH:8][C@@H:9]1[CH2:13][CH2:12][N:11]([C:14]([O:16][CH:17]2[CH:24]3[CH2:25][CH:20]4[CH2:21][CH:22]([CH2:26][CH:18]2[CH2:19]4)[CH2:23]3)=[O:15])[CH2:10]1)=[O:7])([CH3:4])([CH3:3])[CH3:2].[CH3:27]I.[H-].[Na+].Cl. Product: [C:1]([O:5][C:6]([N:8]([CH3:27])[CH:9]1[CH2:13][CH2:12][N:11]([C:14]([O:16][CH:17]2[CH:18]3[CH2:19][CH:20]4[CH2:21][CH:22]([CH2:23][CH:24]2[CH2:25]4)[CH2:26]3)=[O:15])[CH2:10]1)=[O:7])([CH3:4])([CH3:2])[CH3:3].[CH2:2]([O:5][C:6]([NH:8][C@@H:9]1[CH2:13][CH2:12][N:11]([C:14]([O:16][CH:17]2[CH:24]3[CH2:23][CH:22]4[CH2:21][CH:20]([CH2:19][CH:18]2[CH2:26]4)[CH2:25]3)=[O:15])[CH2:10]1)=[O:7])[CH:1]([CH3:4])[CH3:3]. The catalyst class is: 1.